Task: Predict the reactants needed to synthesize the given product.. Dataset: Full USPTO retrosynthesis dataset with 1.9M reactions from patents (1976-2016) (1) The reactants are: [CH2:1]([N:3]([CH2:6][CH3:7])[CH2:4][CH3:5])[CH3:2].ClC1C=[CH:16][C:12]([C:13]([NH2:15])=[O:14])=[CH:11][N:10]=1.[OH2:18].C[N:20]([CH3:23])[CH:21]=[O:22]. Given the product [C:12]([O:22][C:21]([NH:20][CH:23]1[CH2:5][CH2:4][N:3]([C:6]2[CH:7]=[CH:16][C:12]([C:13]([NH2:15])=[O:14])=[CH:11][N:10]=2)[CH2:1][CH2:2]1)=[O:18])([CH3:16])([CH3:13])[CH3:11], predict the reactants needed to synthesize it. (2) Given the product [CH3:11][NH:12][CH2:7][C:6]1[CH:9]=[CH:10][C:3]([O:2][CH3:1])=[CH:4][CH:5]=1, predict the reactants needed to synthesize it. The reactants are: [CH3:1][O:2][C:3]1[CH:10]=[CH:9][C:6]([CH:7]=O)=[CH:5][CH:4]=1.[CH3:11][NH2:12].[BH4-].[Na+].